Dataset: TCR-epitope binding with 47,182 pairs between 192 epitopes and 23,139 TCRs. Task: Binary Classification. Given a T-cell receptor sequence (or CDR3 region) and an epitope sequence, predict whether binding occurs between them. (1) The epitope is GLCTLVAML. The TCR CDR3 sequence is CASSLRTGLINTEAFF. Result: 0 (the TCR does not bind to the epitope). (2) Result: 1 (the TCR binds to the epitope). The TCR CDR3 sequence is CASANPDTQYF. The epitope is KPLEFGATSAAL. (3) The epitope is RQLLFVVEV. The TCR CDR3 sequence is CASSPGTEAFF. Result: 1 (the TCR binds to the epitope). (4) The epitope is YLQPRTFLL. The TCR CDR3 sequence is CATQDVNTGELFF. Result: 1 (the TCR binds to the epitope). (5) The epitope is YLQPRTFLL. The TCR CDR3 sequence is CASSPVWDSPTGELFF. Result: 0 (the TCR does not bind to the epitope). (6) The epitope is DPFRLLQNSQVFS. The TCR CDR3 sequence is CASRTAWGRTWSEAFF. Result: 1 (the TCR binds to the epitope). (7) The epitope is KLPDDFTGCV. The TCR CDR3 sequence is CASSPTDRIYNEQFF. Result: 1 (the TCR binds to the epitope).